From a dataset of Full USPTO retrosynthesis dataset with 1.9M reactions from patents (1976-2016). Predict the reactants needed to synthesize the given product. (1) The reactants are: [CH2:1]([O:3][C:4]([C:6]12[CH2:13][C:10]([NH2:14])([CH2:11][CH2:12]1)[CH2:9][CH2:8][CH2:7]2)=[O:5])[CH3:2].C(Cl)Cl.[CH3:18][C:19]1[N:24]=[C:23]([C:25](O)=[O:26])[CH:22]=[N:21][CH:20]=1.F[P-](F)(F)(F)(F)F.N1(O[P+](N(C)C)(N(C)C)N(C)C)C2C=CC=CC=2N=N1.C(N(CC)CC)C. Given the product [CH2:1]([O:3][C:4]([C:6]12[CH2:13][C:10]([NH:14][C:25]([C:23]3[CH:22]=[N:21][CH:20]=[C:19]([CH3:18])[N:24]=3)=[O:26])([CH2:11][CH2:12]1)[CH2:9][CH2:8][CH2:7]2)=[O:5])[CH3:2], predict the reactants needed to synthesize it. (2) The reactants are: Br[C:2]1[CH:7]=[C:6]([CH2:8][CH2:9][N:10]2[CH2:15][CH2:14][O:13][CH2:12][CH2:11]2)[CH:5]=[CH:4][C:3]=1[NH2:16].[CH3:17][C:18]1([CH3:27])[CH2:23][CH2:22][C:21](B(O)O)=[CH:20][CH2:19]1. Given the product [CH3:17][C:18]1([CH3:27])[CH2:23][CH2:22][C:21]([C:2]2[CH:7]=[C:6]([CH2:8][CH2:9][N:10]3[CH2:15][CH2:14][O:13][CH2:12][CH2:11]3)[CH:5]=[CH:4][C:3]=2[NH2:16])=[CH:20][CH2:19]1, predict the reactants needed to synthesize it. (3) Given the product [C:1]([C:5]1[CH:12]=[CH:11][C:8]([CH2:9][NH:23][CH2:22][CH2:21][C:15]2[CH:16]=[CH:17][C:18]([Cl:20])=[CH:19][C:14]=2[Cl:13])=[CH:7][CH:6]=1)([CH3:4])([CH3:3])[CH3:2], predict the reactants needed to synthesize it. The reactants are: [C:1]([C:5]1[CH:12]=[CH:11][C:8]([CH:9]=O)=[CH:7][CH:6]=1)([CH3:4])([CH3:3])[CH3:2].[Cl:13][C:14]1[CH:19]=[C:18]([Cl:20])[CH:17]=[CH:16][C:15]=1[CH2:21][CH2:22][NH2:23].[BH4-].[Na+].Cl. (4) Given the product [NH2:7][C:6]1[N:20]([CH:18]2[CH2:19][N:16]([C:9]([O:11][C:12]([CH3:15])([CH3:14])[CH3:13])=[O:10])[CH2:17]2)[N:21]=[C:4]([CH:1]2[CH2:3][CH2:2]2)[CH:5]=1, predict the reactants needed to synthesize it. The reactants are: [CH:1]1([C:4](=O)[CH2:5][C:6]#[N:7])[CH2:3][CH2:2]1.[C:9]([N:16]1[CH2:19][CH:18]([NH:20][NH2:21])[CH2:17]1)([O:11][C:12]([CH3:15])([CH3:14])[CH3:13])=[O:10]. (5) Given the product [N:30]1([CH2:37][CH2:38][O:39][C:40]2[N:41]=[CH:42][C:43]([CH2:44][N:3]([CH2:1][CH3:2])[C:4]3[CH:9]=[C:8]([O:10][CH3:11])[CH:7]=[CH:6][C:5]=3[CH:12]3[CH2:21][CH2:20][C:19]4[CH:18]=[C:17]([OH:22])[CH:16]=[CH:15][C:14]=4[CH2:13]3)=[CH:47][CH:48]=2)[CH2:36][CH2:35][CH2:34][CH2:33][CH2:32][CH2:31]1, predict the reactants needed to synthesize it. The reactants are: [CH2:1]([NH:3][C:4]1[CH:9]=[C:8]([O:10][CH3:11])[CH:7]=[CH:6][C:5]=1[CH:12]1[CH2:21][CH2:20][C:19]2[CH:18]=[C:17]([O:22]C(=O)C(C)(C)C)[CH:16]=[CH:15][C:14]=2[CH2:13]1)[CH3:2].Cl.[N:30]1([CH2:37][CH2:38][O:39][C:40]2[CH:48]=[CH:47][C:43]([C:44](O)=O)=[CH:42][N:41]=2)[CH2:36][CH2:35][CH2:34][CH2:33][CH2:32][CH2:31]1. (6) Given the product [O:7]1[C:6]2[CH:11]=[CH:12][C:3]([CH:36]([C:24]3[N:23]=[C:22]([C:19]4[CH:20]=[CH:21][C:16]([CH:13]([CH3:15])[CH3:14])=[CH:17][CH:18]=4)[C:31]4[C:26](=[CH:27][CH:28]=[C:29]([O:32][CH2:33][C:34]#[CH:35])[CH:30]=4)[N:25]=3)[OH:37])=[CH:4][C:5]=2[O:10][CH2:9][CH2:8]1, predict the reactants needed to synthesize it. The reactants are: [Mg].Br[C:3]1[CH:12]=[CH:11][C:6]2[O:7][CH2:8][CH2:9][O:10][C:5]=2[CH:4]=1.[CH:13]([C:16]1[CH:21]=[CH:20][C:19]([C:22]2[C:31]3[C:26](=[CH:27][CH:28]=[C:29]([O:32][CH2:33][C:34]#[CH:35])[CH:30]=3)[N:25]=[C:24]([CH:36]=[O:37])[N:23]=2)=[CH:18][CH:17]=1)([CH3:15])[CH3:14].[Cl-].[NH4+]. (7) Given the product [F:1][C:2]1[CH:13]=[CH:12][CH:11]=[CH:10][C:3]=1[CH2:4][N:5]([CH2:7][CH2:8][Cl:16])[CH3:6], predict the reactants needed to synthesize it. The reactants are: [F:1][C:2]1[CH:13]=[CH:12][CH:11]=[CH:10][C:3]=1[CH2:4][N:5]([CH2:7][CH2:8]O)[CH3:6].S(Cl)([Cl:16])=O. (8) Given the product [CH:34]1([CH2:37][CH2:38][O:39][C:6]2[N:14]=[C:13]3[C:9]([N:10]=[C:11]([O:24][CH3:25])[N:12]3[CH2:15][CH2:16][CH2:17][CH2:18][CH:19]3[CH2:23][CH2:22][CH2:21][O:20]3)=[C:8]([NH2:26])[N:7]=2)[CH2:36][CH2:35]1, predict the reactants needed to synthesize it. The reactants are: C(N[C:6]1[N:14]=[C:13]2[C:9]([N:10]=[C:11]([O:24][CH3:25])[N:12]2[CH2:15][CH2:16][CH2:17][CH2:18][CH:19]2[CH2:23][CH2:22][CH2:21][O:20]2)=[C:8]([NH2:26])[N:7]=1)CCC.FC(F)(F)C(O)=O.[CH:34]1([CH2:37][CH2:38][O:39]C2NC(N)=C3C(N=2)=NC(OC)=N3)[CH2:36][CH2:35]1.BrCCCCC1CCCO1. (9) Given the product [Cl:8][C:9]1[CH:14]=[C:13]([O:15][C:16]2[C:25]3[C:20](=[CH:21][C:22]([O:28][CH3:29])=[C:23]([O:26][CH3:27])[CH:24]=3)[N:19]=[CH:18][N:17]=2)[CH:12]=[CH:11][C:10]=1[N:30]([CH2:41][CH3:42])[C:31](=[O:40])[O:32][CH:33]([CH2:37][CH2:38][CH3:39])[CH2:34][CH2:35][CH3:36], predict the reactants needed to synthesize it. The reactants are: CN(C)C=O.[H-].[Na+].[Cl:8][C:9]1[CH:14]=[C:13]([O:15][C:16]2[C:25]3[C:20](=[CH:21][C:22]([O:28][CH3:29])=[C:23]([O:26][CH3:27])[CH:24]=3)[N:19]=[CH:18][N:17]=2)[CH:12]=[CH:11][C:10]=1[NH:30][C:31](=[O:40])[O:32][CH:33]([CH2:37][CH2:38][CH3:39])[CH2:34][CH2:35][CH3:36].[CH2:41](I)[CH3:42].